From a dataset of Forward reaction prediction with 1.9M reactions from USPTO patents (1976-2016). Predict the product of the given reaction. (1) Given the reactants [F-].[Cs+].[O:3]1[C:7]2[CH:8]=[CH:9][CH:10]=[CH:11][C:6]=2[N:5]=[C:4]1[C:12]1[C:13]([NH2:19])=[N:14][CH:15]=[C:16](Br)[CH:17]=1.[CH3:20][C:21]1[C:25](B2OC(C)(C)C(C)(C)O2)=[C:24]([CH3:35])[NH:23][N:22]=1, predict the reaction product. The product is: [O:3]1[C:7]2[CH:8]=[CH:9][CH:10]=[CH:11][C:6]=2[N:5]=[C:4]1[C:12]1[C:13]([NH2:19])=[N:14][CH:15]=[C:16]([C:25]2[C:21]([CH3:20])=[N:22][NH:23][C:24]=2[CH3:35])[CH:17]=1. (2) Given the reactants [NH:1]1[CH2:6][CH2:5][O:4][CH2:3][CH2:2]1.[O:7]1[CH:9]([CH2:10][C:11]([F:23])([F:22])[C:12]([F:21])([F:20])[C:13]([F:19])([F:18])[C:14]([F:17])([F:16])[F:15])[CH2:8]1, predict the reaction product. The product is: [O:4]1[CH2:5][CH2:6][N:1]([CH2:8][CH:9]([OH:7])[CH2:10][C:11]([F:22])([F:23])[C:12]([F:20])([F:21])[C:13]([F:18])([F:19])[C:14]([F:15])([F:17])[F:16])[CH2:2][CH2:3]1. (3) Given the reactants [C:1]([C:3]1[CH:8]=[CH:7][C:6]([C@H:9]2[N:14]3[N:15]=[N:16][N:17]=[C:13]3[N:12]([C:18]3[CH:23]=[CH:22][CH:21]=[C:20]([C:24]([F:27])([F:26])[F:25])[CH:19]=3)[C:11]([CH3:28])=[C:10]2[C:29](O)=[O:30])=[CH:5][CH:4]=1)#[N:2].[Cl-].[NH4+].C[N:35](C(ON1N=NC2C=CC=NC1=2)=[N+](C)C)C.F[P-](F)(F)(F)(F)F.C(N(CC)CC)C, predict the reaction product. The product is: [C:1]([C:3]1[CH:4]=[CH:5][C:6]([C@H:9]2[N:14]3[N:15]=[N:16][N:17]=[C:13]3[N:12]([C:18]3[CH:23]=[CH:22][CH:21]=[C:20]([C:24]([F:26])([F:25])[F:27])[CH:19]=3)[C:11]([CH3:28])=[C:10]2[C:29]([NH2:35])=[O:30])=[CH:7][CH:8]=1)#[N:2].